This data is from Reaction yield outcomes from USPTO patents with 853,638 reactions. The task is: Predict the reaction yield, written as a fraction of the theoretical maximum amount of product (1.0 means a 100% yield; for example, 0.34 means a 34% yield). The reactants are C[N:2](C)[CH:3]=[C:4]([C:14]1[CH:19]=[CH:18][N:17]=[CH:16][CH:15]=1)[C:5]([C:7]1[CH:12]=[CH:11][C:10]([Cl:13])=[CH:9][CH:8]=1)=[O:6].Cl.NO. The catalyst is C(O)C. The product is [Cl:13][C:10]1[CH:11]=[CH:12][C:7]([C:5]2[O:6][N:2]=[CH:3][C:4]=2[C:14]2[CH:19]=[CH:18][N:17]=[CH:16][CH:15]=2)=[CH:8][CH:9]=1. The yield is 0.930.